This data is from Full USPTO retrosynthesis dataset with 1.9M reactions from patents (1976-2016). The task is: Predict the reactants needed to synthesize the given product. (1) Given the product [CH3:13][O:14][C:15]1[CH:22]=[CH:21][CH:20]=[CH:19][C:16]=1[CH2:17][NH:18][C:6]1[CH:5]=[CH:4][C:3]2[C:8](=[CH:9][CH:10]=[CH:11][C:2]=2[O:1][CH2:28][C:27]2[CH:30]=[CH:31][CH:32]=[C:25]([O:24][CH3:23])[CH:26]=2)[N:7]=1, predict the reactants needed to synthesize it. The reactants are: [OH:1][C:2]1[CH:11]=[CH:10][CH:9]=[C:8]2[C:3]=1[CH:4]=[CH:5][C:6](Cl)=[N:7]2.[CH3:13][O:14][C:15]1[CH:22]=[CH:21][CH:20]=[CH:19][C:16]=1[CH2:17][NH2:18].[CH3:23][O:24][C:25]1[CH:26]=[C:27]([CH:30]=[CH:31][CH:32]=1)[CH2:28]Br. (2) The reactants are: [OH:1][C:2]1[CH:19]=[CH:18][C:17]([C:20]([O:22][CH3:23])=[O:21])=[CH:16][C:3]=1[N:4]=[CH:5][C:6]1[CH:11]=[CH:10][C:9]([C:12]([O:14][CH3:15])=[O:13])=[CH:8][CH:7]=1.ClC1C(=O)C(C#N)=C(C#N)C(=O)C=1Cl. Given the product [CH3:23][O:22][C:20]([C:17]1[CH:18]=[CH:19][C:2]2[O:1][C:5]([C:6]3[CH:11]=[CH:10][C:9]([C:12]([O:14][CH3:15])=[O:13])=[CH:8][CH:7]=3)=[N:4][C:3]=2[CH:16]=1)=[O:21], predict the reactants needed to synthesize it. (3) Given the product [C:1]([O:9][C:5]1[CH:6]=[CH:7][C:2]([C:1]([OH:9])=[O:8])=[CH:3][C:11]=1[Cl:12])(=[O:8])[CH3:2], predict the reactants needed to synthesize it. The reactants are: [C:1]([OH:9])(=[O:8])[C:2]1[CH:7]=[CH:6][CH:5]=N[CH:3]=1.Cl[CH2:11][Cl:12]. (4) Given the product [ClH:33].[F:34][C:35]1([F:39])[CH2:38][N:37]([CH:19]2[CH2:20][C:21]3[C:12]([CH2:11][N:7]4[C:6]5[CH:23]=[C:2]([F:1])[C:3]([S:24]([NH:27][C:28]6[S:32][N:31]=[CH:30][N:29]=6)(=[O:25])=[O:26])=[CH:4][C:5]=5[O:9][C:8]4=[O:10])=[CH:13][CH:14]=[CH:15][C:16]=3[CH2:17][CH2:18]2)[CH2:36]1, predict the reactants needed to synthesize it. The reactants are: [F:1][C:2]1[C:3]([S:24]([NH:27][C:28]2[S:32][N:31]=[CH:30][N:29]=2)(=[O:26])=[O:25])=[CH:4][C:5]2[O:9][C:8](=[O:10])[N:7]([CH2:11][C:12]3[C:21]4[CH2:20][C:19](=O)[CH2:18][CH2:17][C:16]=4[CH:15]=[CH:14][CH:13]=3)[C:6]=2[CH:23]=1.[ClH:33].[F:34][C:35]1([F:39])[CH2:38][NH:37][CH2:36]1.CCN(C(C)C)C(C)C.C(O)(=O)C.C([BH3-])#N.[Na+]. (5) Given the product [C:20]([O:24][C:25]([N:27]1[CH2:36][CH2:35][C:34]2[C:29](=[CH:30][C:31]([C:37](=[O:38])[NH:1][CH:2]3[C:8]4=[N:9][C:10]([C:14]5[CH:19]=[CH:18][N:17]=[CH:16][N:15]=5)=[CH:11][C:12](=[O:13])[N:7]4[CH2:6][CH2:5][O:4][CH2:3]3)=[CH:32][CH:33]=2)[CH2:28]1)=[O:26])([CH3:23])([CH3:21])[CH3:22], predict the reactants needed to synthesize it. The reactants are: [NH2:1][CH:2]1[C:8]2=[N:9][C:10]([C:14]3[CH:19]=[CH:18][N:17]=[CH:16][N:15]=3)=[CH:11][C:12](=[O:13])[N:7]2[CH2:6][CH2:5][O:4][CH2:3]1.[C:20]([O:24][C:25]([N:27]1[CH2:36][CH2:35][C:34]2[C:29](=[CH:30][C:31]([C:37](O)=[O:38])=[CH:32][CH:33]=2)[CH2:28]1)=[O:26])([CH3:23])([CH3:22])[CH3:21].C(P(=O)(OCC)OCC)#N.C(N(CC)CC)C. (6) Given the product [OH:10][C:7]1[CH:8]=[CH:9][C:4]([CH2:3][CH2:2][NH:1][C:11](=[O:17])[O:12][C:13]([CH3:16])([CH3:15])[CH3:14])=[CH:5][CH:6]=1, predict the reactants needed to synthesize it. The reactants are: [NH2:1][CH2:2][CH2:3][C:4]1[CH:9]=[CH:8][C:7]([OH:10])=[CH:6][CH:5]=1.[C:11](O[C:11]([O:12][C:13]([CH3:16])([CH3:15])[CH3:14])=[O:17])(=[O:17])[O:12][C:13]([CH3:16])([CH3:15])[CH3:14].